Task: Predict the reactants needed to synthesize the given product.. Dataset: Full USPTO retrosynthesis dataset with 1.9M reactions from patents (1976-2016) (1) Given the product [CH3:20][O:19][CH2:18][CH2:17][O:1][C:2]1[CH:9]=[CH:8][C:5]([CH:6]=[O:7])=[CH:4][CH:3]=1, predict the reactants needed to synthesize it. The reactants are: [OH:1][C:2]1[CH:9]=[CH:8][C:5]([CH:6]=[O:7])=[CH:4][CH:3]=1.C(=O)([O-])[O-].[Cs+].[Cs+].Cl[CH2:17][CH2:18][O:19][CH3:20]. (2) Given the product [CH2:3]([N:5]1[C:9]2=[N:10][CH:11]=[C:12]([C:22]([OH:24])=[O:23])[C:13]([N:14]([CH3:21])[CH:15]3[CH2:20][CH2:19][O:18][CH2:17][CH2:16]3)=[C:8]2[CH:7]=[N:6]1)[CH3:4], predict the reactants needed to synthesize it. The reactants are: [OH-].[Na+].[CH2:3]([N:5]1[C:9]2=[N:10][CH:11]=[C:12]([C:22]([O:24]CC)=[O:23])[C:13]([N:14]([CH3:21])[CH:15]3[CH2:20][CH2:19][O:18][CH2:17][CH2:16]3)=[C:8]2[CH:7]=[N:6]1)[CH3:4]. (3) Given the product [Cl:1][C:2]1[CH:3]=[N:4][C:5]2[C:10]([CH:11]=1)=[CH:9][C:8]([CH2:12][OH:13])=[CH:7][CH:6]=2, predict the reactants needed to synthesize it. The reactants are: [Cl:1][C:2]1[CH:3]=[N:4][C:5]2[C:10]([CH:11]=1)=[CH:9][C:8]([C:12](OC)=[O:13])=[CH:7][CH:6]=2.O.O.O.O.O.O.O.O.O.O.S([O-])([O-])(=O)=O.[Na+].[Na+]. (4) Given the product [CH3:19][O:16][C:15]([CH:9]1[CH2:10][C:11](=[O:14])[CH2:12][CH2:13][N:8]1[C:6]([O:5][C:1]([CH3:4])([CH3:2])[CH3:3])=[O:7])=[O:17], predict the reactants needed to synthesize it. The reactants are: [C:1]([O:5][C:6]([N:8]1[CH2:13][CH2:12][C:11](=[O:14])[CH2:10][C@H:9]1[C:15]([OH:17])=[O:16])=[O:7])([CH3:4])([CH3:3])[CH3:2].[Si](C=[N+]=[N-])(C)(C)[CH3:19]. (5) Given the product [CH2:19]([C:21]([NH:28][C:29]([C:31]1[CH:36]=[CH:35][C:34]([CH:8]2[CH2:9][CH2:11]2)=[C:33]([O:37][CH2:38][C:39]([F:45])([F:44])[C:40]([F:42])([F:43])[F:41])[N:32]=1)=[O:30])([C:24](=[O:27])[NH:25][CH3:26])[CH2:22][CH3:23])[CH3:20], predict the reactants needed to synthesize it. The reactants are: FC(F)(C(F)(F)F)COC1N=[C:9]([C:11](O)=O)[CH:8]=CC=1.[CH2:19]([C:21]([NH:28][C:29]([C:31]1[CH:36]=[CH:35][CH:34]=[C:33]([O:37][CH2:38][C:39]([F:45])([F:44])[C:40]([F:43])([F:42])[F:41])[N:32]=1)=[O:30])([C:24](=[O:27])[NH:25][CH3:26])[CH2:22][CH3:23])[CH3:20].NC(CC)(CC)C(NC)=O. (6) Given the product [ClH:1].[ClH:1].[CH2:15]([C:10]1([C:13]#[N:14])[CH2:11][CH2:12][N:8]([C:6]2[CH:5]=[CH:4][N:3]=[C:2]([NH:18][C:19]3[CH:20]=[N:21][CH:22]=[CH:23][CH:24]=3)[N:7]=2)[C:9]1=[O:17])[CH3:16], predict the reactants needed to synthesize it. The reactants are: [Cl:1][C:2]1[N:7]=[C:6]([N:8]2[CH2:12][CH2:11][C:10]([CH2:15][CH3:16])([C:13]#[N:14])[C:9]2=[O:17])[CH:5]=[CH:4][N:3]=1.[NH2:18][C:19]1[CH:20]=[N:21][CH:22]=[CH:23][CH:24]=1.C(=O)([O-])[O-].[Cs+].[Cs+].C1(P(C2C=CC=CC=2)C2C=CC3C(=CC=CC=3)C=2C2C3C(=CC=CC=3)C=CC=2P(C2C=CC=CC=2)C2C=CC=CC=2)C=CC=CC=1. (7) The reactants are: [NH2:1][C:2]1[C:7]([OH:8])=[CH:6][CH:5]=[CH:4][N:3]=1.[OH:9][C:10]1[C:11]([NH:16][C:17]([NH:19][C:20]([O:22][CH2:23][CH3:24])=[O:21])=[S:18])=[N:12][CH:13]=[CH:14][CH:15]=1. Given the product [OH:9][C:10]1[C:11]([NH:16][C:17]([NH:19][C:20]([O:22][CH2:23][CH3:24])=[O:21])=[S:18])=[N:12][CH:13]=[CH:14][CH:15]=1.[NH2:16][C:11]1[N:1]=[C:2]2[C:7]([OH:8])=[CH:6][CH:5]=[CH:4][N:3]2[N:12]=1, predict the reactants needed to synthesize it. (8) The reactants are: [N:1]1[CH:6]=[CH:5][CH:4]=[C:3]([CH2:7][NH:8][C:9](=[O:11])[CH3:10])[CH:2]=1.[CH3:12][I:13]. Given the product [I-:13].[C:9]([NH:8][CH2:7][C:3]1[CH:2]=[N+:1]([CH3:12])[CH:6]=[CH:5][CH:4]=1)(=[O:11])[CH3:10], predict the reactants needed to synthesize it.